Task: Predict the reactants needed to synthesize the given product.. Dataset: Full USPTO retrosynthesis dataset with 1.9M reactions from patents (1976-2016) (1) Given the product [CH:2]([C@H:3]1[CH2:4][CH2:5][C@H:6]([NH:9][C:10](=[O:16])[O:11][C:12]([CH3:14])([CH3:13])[CH3:15])[CH2:7][CH2:8]1)=[O:1], predict the reactants needed to synthesize it. The reactants are: [OH:1][CH2:2][C@H:3]1[CH2:8][CH2:7][C@H:6]([NH:9][C:10](=[O:16])[O:11][C:12]([CH3:15])([CH3:14])[CH3:13])[CH2:5][CH2:4]1.CC(OI1(OC(C)=O)(OC(C)=O)OC(=O)C2C=CC=CC1=2)=O.C(=O)([O-])O.[Na+]. (2) Given the product [NH2:14][C:7]1[C:6]2[C:10](=[CH:11][CH:12]=[CH:13][C:5]=2[O:4][CH3:3])[N:9]([CH2:16][C:17]2[CH:18]=[C:19]([CH:22]=[CH:23][CH:24]=2)[C:20]#[N:21])[N:8]=1, predict the reactants needed to synthesize it. The reactants are: [OH-].[K+].[CH3:3][O:4][C:5]1[CH:13]=[CH:12][CH:11]=[C:10]2[C:6]=1[C:7]([NH2:14])=[N:8][NH:9]2.Cl[CH2:16][C:17]1[CH:18]=[C:19]([CH:22]=[CH:23][CH:24]=1)[C:20]#[N:21].O. (3) Given the product [Cl:20][C:21]1[CH:22]=[CH:23][C:24]([C:25]2[C:30]([C:31]3[CH:40]=[CH:39][C:38]4[C:33](=[CH:34][CH:35]=[C:36]([C:41]5[N:45]([CH:44]6[CH2:43][CH2:50][CH2:49][CH2:48]6)[C:2]6[CH:10]=[CH:9][C:5]([C:6]([OH:8])=[O:7])=[CH:4][C:3]=6[N:11]=5)[CH:37]=4)[N:32]=3)=[CH:29][C:28]([O:55][CH3:56])=[CH:27][CH:26]=2)=[CH:57][CH:58]=1, predict the reactants needed to synthesize it. The reactants are: Cl[C:2]1[CH:10]=[CH:9][C:5]([C:6]([OH:8])=[O:7])=[CH:4][C:3]=1[N+:11]([O-])=O.C1(N)CCCC1.[Cl:20][C:21]1[CH:58]=[CH:57][C:24]([C:25]2[C:30]([C:31]3[CH:40]=[CH:39][C:38]4[C:33](=[CH:34][CH:35]=[C:36]([C:41]5[N:45](CC)[C:44]6[CH:48]=[CH:49][C:50](C(O)=O)=C[C:43]=6N=5)[CH:37]=4)[N:32]=3)=[CH:29][C:28]([O:55][CH3:56])=[CH:27][CH:26]=2)=[CH:23][CH:22]=1. (4) Given the product [CH2:20]([N:16]1[CH2:17][CH2:18][O:19][CH:14]([C:9]2[C:8]3[C:12](=[CH:13][C:5]([C:3]([N:33]4[CH2:34][CH2:35][N:30]([CH:28]([CH3:29])[CH3:27])[CH2:31][CH2:32]4)=[O:2])=[CH:6][CH:7]=3)[NH:11][CH:10]=2)[CH2:15]1)[CH:21]([CH3:23])[CH3:22], predict the reactants needed to synthesize it. The reactants are: C[O:2][C:3]([C:5]1[CH:13]=[C:12]2[C:8]([C:9]([CH:14]3[O:19][CH2:18][CH2:17][N:16]([CH2:20][CH:21]([CH3:23])[CH3:22])[CH2:15]3)=[CH:10][NH:11]2)=[CH:7][CH:6]=1)=O.O[Li].O.[CH3:27][CH:28]([N:30]1[CH2:35][CH2:34][NH:33][CH2:32][CH2:31]1)[CH3:29]. (5) Given the product [C:1]([O:5][C:6]([N:8]([C:32]([O:34][C:35]([CH3:38])([CH3:37])[CH3:36])=[O:33])[C:9]1[C:10]([C:16]2[N:17]([C:25]([O:27][C:28]([CH3:31])([CH3:30])[CH3:29])=[O:26])[C:18]3[C:23]([CH:24]=2)=[CH:22][CH:21]=[CH:20][CH:19]=3)=[N:11][C:12]([N:39]2[CH2:44][CH2:43][NH:42][CH2:41][CH2:40]2)=[CH:13][N:14]=1)=[O:7])([CH3:4])([CH3:3])[CH3:2], predict the reactants needed to synthesize it. The reactants are: [C:1]([O:5][C:6]([N:8]([C:32]([O:34][C:35]([CH3:38])([CH3:37])[CH3:36])=[O:33])[C:9]1[C:10]([C:16]2[N:17]([C:25]([O:27][C:28]([CH3:31])([CH3:30])[CH3:29])=[O:26])[C:18]3[C:23]([CH:24]=2)=[CH:22][CH:21]=[CH:20][CH:19]=3)=[N:11][C:12](Br)=[CH:13][N:14]=1)=[O:7])([CH3:4])([CH3:3])[CH3:2].[NH:39]1[CH2:44][CH2:43][NH:42][CH2:41][CH2:40]1. (6) Given the product [NH2:17][C:9]1[C:8]2[N:18]=[C:5]([CH2:4][OH:3])[N:6]([CH2:19][CH:20]([CH3:22])[CH3:21])[C:7]=2[C:16]2[N:15]=[CH:14][CH:13]=[CH:12][C:11]=2[N:10]=1, predict the reactants needed to synthesize it. The reactants are: C([O:3][CH2:4][C:5]1[N:6]([CH2:19][CH:20]([CH3:22])[CH3:21])[C:7]2[C:16]3[N:15]=[CH:14][CH:13]=[CH:12][C:11]=3[N:10]=[C:9]([NH2:17])[C:8]=2[N:18]=1)C.CC(C)CN.NCC(C)(O)C.B(Br)(Br)Br.